From a dataset of Retrosynthesis with 50K atom-mapped reactions and 10 reaction types from USPTO. Predict the reactants needed to synthesize the given product. (1) Given the product O=C(CCCN1CCC(C(O)(c2ccccc2)c2ccccc2)CC1)c1ccc(-c2ccccc2)cc1, predict the reactants needed to synthesize it. The reactants are: O=C(CCCN1CCC(C(O)(c2ccccc2)c2ccccc2)CC1)c1ccc(Br)cc1.OB(O)c1ccccc1. (2) Given the product COc1cc2nncc(-n3ncc4c(N5CCCC5)cccc43)c2cc1OC, predict the reactants needed to synthesize it. The reactants are: C1CCNC1.COc1cc2nncc(-n3ncc4c(Br)cccc43)c2cc1OC. (3) Given the product N#CC1(c2ccc(N)cc2)CCOCC1, predict the reactants needed to synthesize it. The reactants are: N#CC1(c2ccc([N+](=O)[O-])cc2)CCOCC1. (4) Given the product Cc1c(-c2cnn(-c3ccc(C(=O)N4CCCN(C5CC5)CC4)cn3)c2O)ccc(C#N)c1F, predict the reactants needed to synthesize it. The reactants are: C1CNCCN(C2CC2)C1.Cc1c(-c2cnn(-c3ccc(C(=O)O)cn3)c2O)ccc(C#N)c1F. (5) Given the product CCCCc1c(C(=O)NCc2ccc(F)c(F)c2)c(C(C)C)n(Cc2ccccc2)c1CC, predict the reactants needed to synthesize it. The reactants are: CCCCc1c(C(=O)O)c(C(C)C)n(Cc2ccccc2)c1CC.NCc1ccc(F)c(F)c1. (6) The reactants are: Nc1ccc2ncnc(Nc3cc(Cl)c(Cl)cc3F)c2c1.O=C(Cl)CCl. Given the product O=C(CCl)Nc1ccc2ncnc(Nc3cc(Cl)c(Cl)cc3F)c2c1, predict the reactants needed to synthesize it.